Dataset: NCI-60 drug combinations with 297,098 pairs across 59 cell lines. Task: Regression. Given two drug SMILES strings and cell line genomic features, predict the synergy score measuring deviation from expected non-interaction effect. Drug 1: CCC1=C2CN3C(=CC4=C(C3=O)COC(=O)C4(CC)O)C2=NC5=C1C=C(C=C5)O. Drug 2: C(CN)CNCCSP(=O)(O)O. Cell line: SF-295. Synergy scores: CSS=21.9, Synergy_ZIP=-0.254, Synergy_Bliss=-2.74, Synergy_Loewe=-50.2, Synergy_HSA=-2.63.